From a dataset of Full USPTO retrosynthesis dataset with 1.9M reactions from patents (1976-2016). Predict the reactants needed to synthesize the given product. Given the product [CH:32]([O:31][C:29]([N:16]1[CH2:17][CH2:18][N:13]([C:10]2[CH:11]=[CH:12][N:7]3[N:6]=[CH:5][C:4]([Br:3])=[C:8]3[N:9]=2)[CH2:14][CH2:15]1)=[O:30])([CH3:34])[CH3:33], predict the reactants needed to synthesize it. The reactants are: N#N.[Br:3][C:4]1[CH:5]=[N:6][N:7]2[CH:12]=[CH:11][C:10]([N:13]3[CH2:18][CH2:17][NH:16][CH2:15][CH2:14]3)=[N:9][C:8]=12.CCN(C(C)C)C(C)C.Cl[C:29]([O:31][CH:32]([CH3:34])[CH3:33])=[O:30].